From a dataset of Reaction yield outcomes from USPTO patents with 853,638 reactions. Predict the reaction yield, written as a fraction of the theoretical maximum amount of product (1.0 means a 100% yield; for example, 0.34 means a 34% yield). (1) The reactants are [CH3:1][N:2]([CH3:17])[CH:3]([C:6]1[S:7][CH:8]=[C:9]([C:11]2[CH:16]=[CH:15][CH:14]=[CH:13][CH:12]=2)[N:10]=1)[CH2:4][NH2:5].[F:18][C:19]([F:35])([F:34])[C:20]1[O:24][N:23]=[C:22]([C:25]2[CH:26]=[C:27]([CH:31]=[CH:32][CH:33]=2)[C:28](O)=[O:29])[N:21]=1. No catalyst specified. The product is [CH3:1][N:2]([CH3:17])[CH:3]([C:6]1[S:7][CH:8]=[C:9]([C:11]2[CH:16]=[CH:15][CH:14]=[CH:13][CH:12]=2)[N:10]=1)[CH2:4][NH:5][C:28](=[O:29])[C:27]1[CH:31]=[CH:32][CH:33]=[C:25]([C:22]2[N:21]=[C:20]([C:19]([F:35])([F:34])[F:18])[O:24][N:23]=2)[CH:26]=1. The yield is 0.170. (2) The reactants are Br[C:2]1[CH:7]=[CH:6][C:5]([O:8][CH3:9])=[CH:4][C:3]=1[C:10]([C:13]1[S:17][C:16]2[CH:18]=[CH:19][CH:20]=[CH:21][C:15]=2[CH:14]=1)([CH3:12])[CH3:11].C([Li])CCC.[C:27](=[O:29])=[O:28].Cl. The catalyst is O1CCCC1. The product is [S:17]1[C:13]([C:10]([C:3]2[CH:4]=[C:5]([O:8][CH3:9])[CH:6]=[CH:7][C:2]=2[C:27]([OH:29])=[O:28])([CH3:12])[CH3:11])=[CH:14][C:15]2[CH:21]=[CH:20][CH:19]=[CH:18][C:16]1=2. The yield is 0.550. (3) The reactants are [CH2:1]([C:5]1[N:9]([CH2:10][C:11]2[CH:16]=[CH:15][C:14]([C:17]3[C:18]([C:23]#[N:24])=[CH:19][CH:20]=[CH:21][CH:22]=3)=[CH:13][CH:12]=2)[C:8](=[O:25])[NH:7][N:6]=1)[CH2:2][CH2:3][CH3:4].[H-].[Na+].Br[CH2:29][C:30]([C:32]1[CH:37]=[CH:36][C:35]([O:38][CH3:39])=[CH:34][CH:33]=1)=[O:31].[Cl-].O[NH3+:42].[C:43](=[O:46])([O-])[OH:44].[Na+]. The catalyst is C(OCC)(=O)C.CS(C)=O.CN(C)C=O. The yield is 0.0300. The product is [CH2:1]([C:5]1[N:9]([CH2:10][C:11]2[CH:16]=[CH:15][C:14]([C:17]3[CH:22]=[CH:21][CH:20]=[CH:19][C:18]=3[C:23]3[NH:42][C:43](=[O:46])[O:44][N:24]=3)=[CH:13][CH:12]=2)[C:8](=[O:25])[N:7]([CH2:29][C:30]([C:32]2[CH:37]=[CH:36][C:35]([O:38][CH3:39])=[CH:34][CH:33]=2)=[O:31])[N:6]=1)[CH2:2][CH2:3][CH3:4]. (4) The reactants are C([O:3][C:4]([C:6]1[CH:11]=[CH:10][N:9]=[C:8]([S:12][CH:13]([CH3:15])[CH3:14])[N:7]=1)=O)C.[BH4-].[Na+].O. The catalyst is CO. The product is [CH:13]([S:12][C:8]1[N:7]=[C:6]([CH2:4][OH:3])[CH:11]=[CH:10][N:9]=1)([CH3:15])[CH3:14]. The yield is 0.770. (5) The reactants are [CH2:1]([OH:17])[CH2:2][CH2:3][CH2:4][CH2:5][CH2:6][CH2:7][CH2:8][CH2:9][CH2:10][CH2:11][CH2:12][CH2:13][CH2:14][CH2:15][CH3:16]. The catalyst is CCCCCC. The product is [C:1]([O:17][CH2:1][CH2:2][CH2:3][CH2:4][CH2:5][CH2:6][CH2:7][CH2:8][CH2:9][CH2:10][CH2:11][CH2:12][CH2:13][CH2:14][CH2:15][CH3:16])(=[O:17])[CH2:2][CH2:3][CH2:4][CH2:5][CH2:6][CH2:7][CH2:8]/[CH:9]=[CH:10]\[CH2:11][CH2:12][CH2:13][CH3:14]. The yield is 0.900. (6) The reactants are [Cl:1][C:2]1[CH:3]=[C:4]([CH:12]([CH2:22][CH:23]2[CH2:27][CH2:26][CH2:25][C:24]2=O)[C:13]([NH:15][C:16]2[CH:21]=[N:20][CH:19]=[CH:18][N:17]=2)=[O:14])[CH:5]=[CH:6][C:7]=1[S:8]([CH3:11])(=[O:10])=[O:9].Cl.[NH2:30][OH:31]. The catalyst is N1C=CC=CC=1.CO. The yield is 0.0540. The product is [Cl:1][C:2]1[CH:3]=[C:4]([CH:12]([CH2:22][CH:23]2[CH2:27][CH2:26][CH2:25][C:24]2=[N:30][OH:31])[C:13]([NH:15][C:16]2[CH:21]=[N:20][CH:19]=[CH:18][N:17]=2)=[O:14])[CH:5]=[CH:6][C:7]=1[S:8]([CH3:11])(=[O:10])=[O:9]. (7) The reactants are [F:1][C:2]([F:20])([CH2:16][CH2:17][CH:18]=C)[CH2:3][CH2:4][O:5][CH2:6][CH2:7][CH2:8][CH2:9][C:10]1[CH:15]=[CH:14][CH:13]=[CH:12][CH:11]=1.I([O-])(=O)(=O)=[O:22].[Na+]. The catalyst is C1COCC1.O.[Os](=O)(=O)(=O)=O. The product is [F:1][C:2]([F:20])([CH2:3][CH2:4][O:5][CH2:6][CH2:7][CH2:8][CH2:9][C:10]1[CH:15]=[CH:14][CH:13]=[CH:12][CH:11]=1)[CH2:16][CH2:17][CH:18]=[O:22]. The yield is 0.810. (8) The reactants are [C:1]([O:5][C:6]([N:8]([C:27]([O:29][C:30]([CH3:33])([CH3:32])[CH3:31])=[O:28])[C@H:9]([CH2:20][CH2:21]/[CH:22]=[CH:23]/[N+:24]([O-:26])=[O:25])[C:10]([O:12][CH2:13][C:14]1[CH:19]=[CH:18][CH:17]=[CH:16][CH:15]=1)=[O:11])=[O:7])([CH3:4])([CH3:3])[CH3:2].[F:34][C:35]1[C:40]([F:41])=[CH:39][CH:38]=[CH:37][C:36]=1B(O)O.O.C(=O)(O)[O-].[Na+]. The catalyst is O1CCOCC1.C(Cl)Cl.C([O-])(O)=O.[Na+].C1C=CC(P(C2C=CC3C(=CC=CC=3)C=2C2C3C(=CC=CC=3)C=CC=2P(C2C=CC=CC=2)C2C=CC=CC=2)C2C=CC=CC=2)=CC=1. The product is [C:1]([O:5][C:6]([N:8]([C:27]([O:29][C:30]([CH3:33])([CH3:32])[CH3:31])=[O:28])[C@@H:9]([C:10]([O:12][CH2:13][C:14]1[CH:19]=[CH:18][CH:17]=[CH:16][CH:15]=1)=[O:11])[CH2:20][CH2:21][C@@H:22]([C:39]1[CH:38]=[CH:37][CH:36]=[C:35]([F:34])[C:40]=1[F:41])[CH2:23][N+:24]([O-:26])=[O:25])=[O:7])([CH3:4])([CH3:3])[CH3:2]. The yield is 0.870. (9) The reactants are [CH2:1]([NH2:4])[CH2:2][NH2:3].Cl.Br[C:7]1[CH:12]=[CH:11][N:10]=[CH:9][CH:8]=1.C(=O)([O-])[O-].[K+].[K+]. No catalyst specified. The product is [N:10]1[CH:11]=[CH:12][C:7]([NH:3][CH2:2][CH2:1][NH2:4])=[CH:8][CH:9]=1. The yield is 0.770.